Dataset: Catalyst prediction with 721,799 reactions and 888 catalyst types from USPTO. Task: Predict which catalyst facilitates the given reaction. Reactant: [CH3:1][O:2][C:3](=[O:29])[C:4]1[CH:9]=[CH:8][C:7]([CH:10]([OH:28])[C:11]#[C:12][C:13]2[CH:18]=[C:17]([C:19]3[S:20][CH:21]=[CH:22][CH:23]=3)[C:16]([O:24][CH3:25])=[CH:15][C:14]=2[O:26][CH3:27])=[CH:6][CH:5]=1.[Cr](O[Cr]([O-])(=O)=O)([O-])(=O)=O.[NH+]1C=CC=CC=1.[NH+]1C=CC=CC=1. Product: [CH3:1][O:2][C:3](=[O:29])[C:4]1[CH:5]=[CH:6][C:7]([C:10](=[O:28])[C:11]#[C:12][C:13]2[CH:18]=[C:17]([C:19]3[S:20][CH:21]=[CH:22][CH:23]=3)[C:16]([O:24][CH3:25])=[CH:15][C:14]=2[O:26][CH3:27])=[CH:8][CH:9]=1. The catalyst class is: 4.